This data is from Full USPTO retrosynthesis dataset with 1.9M reactions from patents (1976-2016). The task is: Predict the reactants needed to synthesize the given product. (1) Given the product [CH2:1]([N:3]1[C:7]2=[N:8][C:9]([CH2:29][CH3:30])=[C:10]([CH2:19][NH:20][C:21](=[O:28])[CH2:22][C:23]([OH:25])=[O:24])[C:11]([NH:12][CH:13]3[CH2:14][CH2:15][O:16][CH2:17][CH2:18]3)=[C:6]2[CH:5]=[N:4]1)[CH3:2], predict the reactants needed to synthesize it. The reactants are: [CH2:1]([N:3]1[C:7]2=[N:8][C:9]([CH2:29][CH3:30])=[C:10]([CH2:19][NH:20][C:21](=[O:28])[CH2:22][C:23]([O:25]CC)=[O:24])[C:11]([NH:12][CH:13]3[CH2:18][CH2:17][O:16][CH2:15][CH2:14]3)=[C:6]2[CH:5]=[N:4]1)[CH3:2].[Li+].[OH-].O.Cl. (2) Given the product [NH2:16][C:17]1[CH:22]=[CH:21][C:20]([CH2:23][CH2:24][NH:25][C:9](=[O:10])[O:11][C:12]([CH3:13])([CH3:14])[CH3:15])=[CH:19][CH:18]=1, predict the reactants needed to synthesize it. The reactants are: [C:12]([O:11][C:9](O[C:9]([O:11][C:12]([CH3:15])([CH3:14])[CH3:13])=[O:10])=[O:10])([CH3:15])([CH3:14])[CH3:13].[NH2:16][C:17]1[CH:22]=[CH:21][C:20]([CH2:23][CH2:24][NH2:25])=[CH:19][CH:18]=1. (3) Given the product [C:15]1([C:19]2[CH:20]=[CH:21][CH:22]=[CH:23][CH:24]=2)[CH:16]=[CH:17][CH:18]=[C:13]([NH:12][C:7](=[O:9])[C:6]2[CH:10]=[C:2]([Cl:1])[CH:3]=[CH:4][C:5]=2[OH:11])[CH:14]=1, predict the reactants needed to synthesize it. The reactants are: [Cl:1][C:2]1[CH:10]=[C:6]([C:7]([OH:9])=O)[C:5]([OH:11])=[CH:4][CH:3]=1.[NH2:12][C:13]1[CH:14]=[C:15]([C:19]2[CH:24]=[CH:23][CH:22]=[CH:21][CH:20]=2)[CH:16]=[CH:17][CH:18]=1. (4) The reactants are: [NH2:1][CH2:2][CH2:3][CH2:4][CH2:5][NH:6][C:7]1[C:16]2[C:11](=[CH:12][CH:13]=[CH:14][CH:15]=2)[N:10]=[CH:9][C:8]=1[C:17]([O:19][CH2:20][CH3:21])=[O:18].[C:22](O[C:22]([O:24][C:25]([CH3:28])([CH3:27])[CH3:26])=[O:23])([O:24][C:25]([CH3:28])([CH3:27])[CH3:26])=[O:23]. Given the product [CH2:20]([O:19][C:17]([C:8]1[CH:9]=[N:10][C:11]2[C:16]([C:7]=1[NH:6][CH2:5][CH2:4][CH2:3][CH2:2][NH:1][C:22](=[O:23])[O:24][C:25]([CH3:28])([CH3:27])[CH3:26])=[CH:15][CH:14]=[CH:13][CH:12]=2)=[O:18])[CH3:21], predict the reactants needed to synthesize it. (5) Given the product [C:34]1([O:33][C:31](=[O:32])[NH:1][C:2]2[N:6]([C:7]3[CH:12]=[CH:11][N:10]=[C:9]([N:13]([CH2:14][CH2:15][N:16]([CH3:18])[CH3:17])[CH3:19])[N:8]=3)[N:5]=[C:4]([C:20]([CH3:23])([CH3:22])[CH3:21])[CH:3]=2)[CH:39]=[CH:38][CH:37]=[CH:36][CH:35]=1, predict the reactants needed to synthesize it. The reactants are: [NH2:1][C:2]1[N:6]([C:7]2[CH:12]=[CH:11][N:10]=[C:9]([N:13]([CH3:19])[CH2:14][CH2:15][N:16]([CH3:18])[CH3:17])[N:8]=2)[N:5]=[C:4]([C:20]([CH3:23])([CH3:22])[CH3:21])[CH:3]=1.N1C=CC=CC=1.Cl[C:31]([O:33][C:34]1[CH:39]=[CH:38][CH:37]=[CH:36][CH:35]=1)=[O:32]. (6) Given the product [O:21]1[CH2:22][CH2:17][N:2]([CH2:3][CH:4]([N:11]2[CH:15]=[C:14]([NH2:16])[CH:13]=[N:12]2)[C:5]2[CH:10]=[CH:9][CH:8]=[CH:7][CH:6]=2)[CH2:1][CH2:20]1, predict the reactants needed to synthesize it. The reactants are: [CH3:1][N:2]([CH3:17])[CH2:3][CH:4]([N:11]1[CH:15]=[C:14]([NH2:16])[CH:13]=[N:12]1)[C:5]1[CH:10]=[CH:9][CH:8]=[CH:7][CH:6]=1.N1C[CH2:22][O:21][CH2:20]C1. (7) The reactants are: [Cl:1][CH2:2][C:3](Cl)=[O:4].[CH2:6]([NH2:13])[C:7]1[CH:12]=[CH:11][CH:10]=[CH:9][CH:8]=1. Given the product [CH2:6]([NH:13][C:3](=[O:4])[CH2:2][Cl:1])[C:7]1[CH:12]=[CH:11][CH:10]=[CH:9][CH:8]=1, predict the reactants needed to synthesize it. (8) Given the product [S:19]1[C:23]([C:2]2[C:3]3[CH:10]=[CH:9][N:8]([CH2:11][O:12][CH2:13][CH2:14][Si:15]([CH3:18])([CH3:17])[CH3:16])[C:4]=3[N:5]=[CH:6][N:7]=2)=[CH:22][N:21]=[CH:20]1, predict the reactants needed to synthesize it. The reactants are: Cl[C:2]1[C:3]2[CH:10]=[CH:9][N:8]([CH2:11][O:12][CH2:13][CH2:14][Si:15]([CH3:18])([CH3:17])[CH3:16])[C:4]=2[N:5]=[CH:6][N:7]=1.[S:19]1[CH:23]=[CH:22][N:21]=[CH:20]1.C([O-])(=O)C.[K+].